Dataset: Catalyst prediction with 721,799 reactions and 888 catalyst types from USPTO. Task: Predict which catalyst facilitates the given reaction. (1) Product: [CH:1]([C:4]1[C:13]2[CH2:12][CH2:11][CH2:10][CH2:9][C:8]=2[C:7]([C:14]#[N:15])=[C:6]([N:53]2[CH2:58][CH2:57][O:56][CH2:55][CH2:54]2)[N:5]=1)([CH3:3])[CH3:2]. Reactant: [CH:1]([C:4]1[NH:5][C:6](=O)[C:7]([C:14]#[N:15])=[C:8]2[C:13]=1[CH2:12][CH2:11][CH2:10][CH2:9]2)([CH3:3])[CH3:2].CN([P+](ON1N=NC2C=CC=CC1=2)(N(C)C)N(C)C)C.F[P-](F)(F)(F)(F)F.C(N(C(C)C)CC)(C)C.[NH:53]1[CH2:58][CH2:57][O:56][CH2:55][CH2:54]1. The catalyst class is: 3. (2) Reactant: [CH3:1][NH:2][C:3]1[C:4]2[N:5]([CH:13]=[CH:14][N:15]=2)[C:6]2[C:11]([N:12]=1)=[CH:10][CH:9]=[CH:8][CH:7]=2.[Br:16]N1C(=O)CCC1=O. Product: [Br:16][C:13]1[N:5]2[C:6]3[C:11]([N:12]=[C:3]([NH:2][CH3:1])[C:4]2=[N:15][CH:14]=1)=[CH:10][CH:9]=[CH:8][CH:7]=3. The catalyst class is: 22. (3) The catalyst class is: 5. Product: [NH2:8][C@H:9]([C:11]([NH:16][C@H:17]([C:25]([OH:27])=[O:26])[CH2:18][C:19]1[CH:24]=[CH:23][CH:22]=[CH:21][CH:20]=1)=[O:12])[CH3:10]. Reactant: C1(O)C=CC=CC=1.[NH2:8][C@H:9]([C:11](OCC)=[O:12])[CH3:10].[NH2:16][C@H:17]([C:25]([OH:27])=[O:26])[CH2:18][C:19]1[CH:24]=[CH:23][CH:22]=[CH:21][CH:20]=1.C(N(CC(O)=O)CC(O)=O)CN(CC(O)=O)CC(O)=O.B([O-])([O-])[O-]. (4) Reactant: Cl.Cl[CH2:3][C:4]1[C:5]([NH:16][CH2:17][CH3:18])=[N:6][C:7]2[C:12]([CH:13]=1)=[CH:11][C:10]([O:14][CH3:15])=[CH:9][CH:8]=2.ClCC1C(NCC)=NC2C(C=1)=CC(OC)=CC=2.[CH3:36][O:37][C:38]1[CH:39]=[C:40]2[C:45](=[CH:46][C:47]=1[O:48][CH3:49])[C:44]([CH2:50][O:51][CH3:52])=[N:43][C:42]([OH:53])=[CH:41]2.[Li+].[OH-]. Product: [CH2:17]([NH:16][C:5]1[C:4]([CH2:3][C:41]2[C:40]3[C:45](=[CH:46][C:47]([O:48][CH3:49])=[C:38]([O:37][CH3:36])[CH:39]=3)[C:44]([CH2:50][O:51][CH3:52])=[N:43][C:42]=2[OH:53])=[CH:13][C:12]2[C:7](=[CH:8][CH:9]=[C:10]([O:14][CH3:15])[CH:11]=2)[N:6]=1)[CH3:18]. The catalyst class is: 76. (5) Reactant: [C:1]([NH:8][CH2:9][C:10](=[O:29])[CH2:11][CH2:12][C:13]([O:15][CH2:16][CH2:17][CH2:18][C:19]([O:21]CC1C=CC=CC=1)=[O:20])=[O:14])([O:3][C:4]([CH3:7])([CH3:6])[CH3:5])=[O:2].[H][H]. Product: [C:1]([NH:8][CH2:9][C:10](=[O:29])[CH2:11][CH2:12][C:13]([O:15][CH2:16][CH2:17][CH2:18][C:19]([OH:21])=[O:20])=[O:14])([O:3][C:4]([CH3:7])([CH3:6])[CH3:5])=[O:2]. The catalyst class is: 63. (6) Reactant: [CH:1]1([C:4]2[N:9]=[C:8]([C:10]3[NH:11][O:12][C:13](=[O:15])[N:14]=3)[CH:7]=[C:6]([C:16]([F:19])([F:18])[F:17])[N:5]=2)[CH2:3][CH2:2]1.[C:37]1(P([C:33]2[CH:38]=[CH:37][CH:36]=CC=2)[C:37]2[CH:36]=CC=[CH:33][CH:38]=2)[CH:36]=CC=[CH:33][CH:38]=1.C(OC(N=NC(OCC)=O)=O)C.C1(CO)CC1. Product: [CH:38]1([CH2:33][N:14]2[C:13](=[O:15])[O:12][N:11]=[C:10]2[C:8]2[CH:7]=[C:6]([C:16]([F:17])([F:19])[F:18])[N:5]=[C:4]([CH:1]3[CH2:2][CH2:3]3)[N:9]=2)[CH2:36][CH2:37]1. The catalyst class is: 132. (7) Reactant: C(OC(=O)[NH:7][CH2:8]/[CH:9]=[CH:10]/[C:11]1[C:20]2[C:15](=[CH:16][C:17]3[CH:24]=[CH:23][CH:22]=[CH:21][C:18]=3[CH:19]=2)[C:14]2=[N:25][NH:26][C:27](=[O:28])[N:13]2[CH:12]=1)(C)(C)C.[C:30]([OH:36])([C:32]([F:35])([F:34])[F:33])=[O:31]. Product: [NH2:7][CH2:8]/[CH:9]=[CH:10]/[C:11]1[C:20]2[C:15](=[CH:16][C:17]3[CH:24]=[CH:23][CH:22]=[CH:21][C:18]=3[CH:19]=2)[C:14]2=[N:25][NH:26][C:27](=[O:28])[N:13]2[CH:12]=1.[C:30]([OH:36])([C:32]([F:35])([F:34])[F:33])=[O:31]. The catalyst class is: 4.